This data is from Forward reaction prediction with 1.9M reactions from USPTO patents (1976-2016). The task is: Predict the product of the given reaction. (1) Given the reactants [H-].[Na+].[OH:3][CH2:4][C:5]1[CH:6]=[C:7]([S:11]([NH2:14])(=[O:13])=[O:12])[CH:8]=[CH:9][CH:10]=1.[CH3:15][Si:16]([CH3:23])([CH3:22])[CH2:17][CH2:18][O:19][CH2:20]Cl.P([O-])([O-])([O-])=O, predict the reaction product. The product is: [OH:3][CH2:4][C:5]1[CH:6]=[C:7]([S:11]([N:14]([CH2:20][O:19][CH2:18][CH2:17][Si:16]([CH3:23])([CH3:22])[CH3:15])[CH2:20][O:19][CH2:18][CH2:17][Si:16]([CH3:23])([CH3:22])[CH3:15])(=[O:12])=[O:13])[CH:8]=[CH:9][CH:10]=1. (2) Given the reactants [CH3:1][C:2]1[CH:3]=[C:4]([CH:12]=[CH:13][CH:14]=1)[NH:5][C:6]1[CH:11]=[CH:10][CH:9]=[CH:8][N:7]=1.[N+:15]([O-])([OH:17])=[O:16], predict the reaction product. The product is: [CH3:1][C:2]1[CH:14]=[CH:13][C:12]([N+:15]([O-:17])=[O:16])=[C:4]([CH:3]=1)[NH:5][C:6]1[CH:11]=[CH:10][CH:9]=[CH:8][N:7]=1.